Dataset: Catalyst prediction with 721,799 reactions and 888 catalyst types from USPTO. Task: Predict which catalyst facilitates the given reaction. (1) Reactant: [NH2:1][C:2]1[S:3][C:4]2[CH:10]=[CH:9][CH:8]=[C:7]([O:11][CH3:12])[C:5]=2[N:6]=1.[O:13]1[CH:17]=[CH:16][CH:15]=[C:14]1[C:18](Cl)=[O:19]. Product: [CH3:12][O:11][C:7]1[C:5]2[N:6]=[C:2]([NH:1][C:18]([C:14]3[O:13][CH:17]=[CH:16][CH:15]=3)=[O:19])[S:3][C:4]=2[CH:10]=[CH:9][CH:8]=1. The catalyst class is: 17. (2) Reactant: [Br:1][C:2]1[CH:7]=[CH:6][C:5]([NH:8][C:9]([C:11]2[C:37]([O:38][CH2:39][CH:40]([F:42])[F:41])=[CH:36][C:14]3[N:15]([CH3:35])[C:16]([NH:18][C:19]4[CH:24]=[C:23]([CH2:25][NH:26]C(OC(C)(C)C)=O)[CH:22]=[CH:21][C:20]=4[Cl:34])=[N:17][C:13]=3[CH:12]=2)=[O:10])=[CH:4][CH:3]=1.C(O)(C(F)(F)F)=O. Product: [Br:1][C:2]1[CH:7]=[CH:6][C:5]([NH:8][C:9]([C:11]2[C:37]([O:38][CH2:39][CH:40]([F:42])[F:41])=[CH:36][C:14]3[N:15]([CH3:35])[C:16]([NH:18][C:19]4[CH:24]=[C:23]([CH2:25][NH2:26])[CH:22]=[CH:21][C:20]=4[Cl:34])=[N:17][C:13]=3[CH:12]=2)=[O:10])=[CH:4][CH:3]=1. The catalyst class is: 2.